This data is from Full USPTO retrosynthesis dataset with 1.9M reactions from patents (1976-2016). The task is: Predict the reactants needed to synthesize the given product. (1) Given the product [Cl:1][C:2]1[CH:3]=[C:4]2[CH:12]([OH:13])[C:11]3[CH:14]=[C:15]([CH2:18][CH3:19])[N:16]=[CH:17][C:10]=3[CH:9]=[CH:8][C:5]2=[N:6][CH:7]=1, predict the reactants needed to synthesize it. The reactants are: [Cl:1][C:2]1[CH:3]=[C:4]2[C:12](=[O:13])[C:11]3[CH:14]=[C:15]([CH:18]=[CH2:19])[N:16]=[CH:17][C:10]=3[CH:9]=[CH:8][C:5]2=[N:6][CH:7]=1.[BH4-].[Na+].[NH4+].[Cl-]. (2) Given the product [N:33]([CH:6]1[CH2:10][CH:9]([C:11]2[N:15]3[C:16]4[CH:22]=[CH:21][N:20]([CH2:23][O:24][CH2:25][CH2:26][Si:27]([CH3:30])([CH3:29])[CH3:28])[C:17]=4[N:18]=[CH:19][C:14]3=[N:13][N:12]=2)[CH:8]([CH2:31][CH3:32])[CH2:7]1)=[N+:34]=[N-:35], predict the reactants needed to synthesize it. The reactants are: CS(O[CH:6]1[CH2:10][CH:9]([C:11]2[N:15]3[C:16]4[CH:22]=[CH:21][N:20]([CH2:23][O:24][CH2:25][CH2:26][Si:27]([CH3:30])([CH3:29])[CH3:28])[C:17]=4[N:18]=[CH:19][C:14]3=[N:13][N:12]=2)[CH:8]([CH2:31][CH3:32])[CH2:7]1)(=O)=O.[N-:33]=[N+:34]=[N-:35].[Na+]. (3) Given the product [Br:14][CH:6]1[C:5]2[C:10](=[CH:11][CH:12]=[CH:13][C:4]=2[N+:1]([O-:3])=[O:2])[C:8](=[O:9])[O:7]1, predict the reactants needed to synthesize it. The reactants are: [N+:1]([C:4]1[CH:13]=[CH:12][CH:11]=[C:10]2[C:5]=1[CH2:6][O:7][C:8]2=[O:9])([O-:3])=[O:2].[Br:14]N1C(=O)CCC1=O. (4) The reactants are: C[Si]([C:5]#[C:6][C:7]1[CH:16]=[CH:15][C:10]([C:11]([O:13][CH3:14])=[O:12])=[C:9]([OH:17])[CH:8]=1)(C)C.C1COCC1.[F-].C([N+](CCCC)(CCCC)CCCC)CCC. Given the product [C:6]([C:7]1[CH:16]=[CH:15][C:10]([C:11]([O:13][CH3:14])=[O:12])=[C:9]([OH:17])[CH:8]=1)#[CH:5], predict the reactants needed to synthesize it. (5) Given the product [Cl:1][C:2]1[CH:3]=[C:4]([C:57]2[C:50]3[C:49]([NH2:48])=[N:54][CH:53]=[N:52][C:51]=3[N:55]([C@H:73]3[CH2:78][CH2:77][C@H:76]([N:79]4[CH2:84][CH2:83][N:82]([CH3:85])[CH2:81][CH2:80]4)[CH2:75][CH2:74]3)[CH:56]=2)[CH:5]=[CH:6][C:7]=1[O:8][C:9]1[CH:10]=[CH:11][CH:12]=[CH:13][CH:14]=1, predict the reactants needed to synthesize it. The reactants are: [Cl:1][C:2]1[CH:3]=[C:4](B2OC(C)(C)C(C)(C)O2)[CH:5]=[CH:6][C:7]=1[O:8][C:9]1[CH:14]=[CH:13][CH:12]=[CH:11][CH:10]=1.ClC1C2C(I)=CN([C@H]3CC[C@H](N4CCN(C)CC4)CC3)C=2N=CN=1.[NH2:48][C:49]1[C:50]2[C:57](C3C=CC(OC4C=CC=CC=4)=C(C=3)C#N)=[CH:56][N:55]([C@H:73]3[CH2:78][CH2:77][C@H:76]([N:79]4[CH2:84][CH2:83][N:82]([CH3:85])[CH2:81][CH2:80]4)[CH2:75][CH2:74]3)[C:51]=2[N:52]=[CH:53][N:54]=1.CO[C@@H]1[C@@H](C(OC)=O)[C@@H]2[C@@H](CN3[C@H](C2)C2NC4C=C(OC)C=CC=4C=2CC3)C[C@H]1OC(C1C=C(OC)C(OC)=C(OC)C=1)=O.